This data is from Reaction yield outcomes from USPTO patents with 853,638 reactions. The task is: Predict the reaction yield, written as a fraction of the theoretical maximum amount of product (1.0 means a 100% yield; for example, 0.34 means a 34% yield). (1) The reactants are [CH3:1][N:2]([CH3:13])[CH2:3][CH2:4][O:5][C:6]1[CH:11]=[CH:10][C:9]([NH2:12])=[CH:8][CH:7]=1.[CH3:14][O:15][C:16](=[O:28])[C:17]1[C:18](=[C:23](I)[CH:24]=[CH:25][CH:26]=1)[C:19]([O:21][CH3:22])=[O:20].C1C=CC(P(C2C(C3C(P(C4C=CC=CC=4)C4C=CC=CC=4)=CC=C4C=3C=CC=C4)=C3C(C=CC=C3)=CC=2)C2C=CC=CC=2)=CC=1.C(=O)([O-])[O-].[Cs+].[Cs+]. The catalyst is C1(C)C=CC=CC=1.C(Cl)Cl.C1C=CC(/C=C/C(/C=C/C2C=CC=CC=2)=O)=CC=1.C1C=CC(/C=C/C(/C=C/C2C=CC=CC=2)=O)=CC=1.C1C=CC(/C=C/C(/C=C/C2C=CC=CC=2)=O)=CC=1.[Pd].[Pd]. The product is [CH3:22][O:21][C:19](=[O:20])[C:18]1[C:17](=[C:26]([NH:12][C:9]2[CH:10]=[CH:11][C:6]([O:5][CH2:4][CH2:3][N:2]([CH3:13])[CH3:1])=[CH:7][CH:8]=2)[CH:25]=[CH:24][CH:23]=1)[C:16]([O:15][CH3:14])=[O:28]. The yield is 0.460. (2) The reactants are [CH2:1]([O:3][C:4]([C:6]1[C:7](=[O:25])[N:8]([CH2:18][C:19]2[CH:24]=[CH:23][CH:22]=[CH:21][CH:20]=2)[C:9]2[C:14]([C:15]=1O)=[CH:13][C:12]([CH3:17])=[CH:11][CH:10]=2)=[O:5])[CH3:2].P(Cl)(Cl)([Cl:28])=O. No catalyst specified. The product is [CH2:1]([O:3][C:4]([C:6]1[C:7](=[O:25])[N:8]([CH2:18][C:19]2[CH:24]=[CH:23][CH:22]=[CH:21][CH:20]=2)[C:9]2[C:14]([C:15]=1[Cl:28])=[CH:13][C:12]([CH3:17])=[CH:11][CH:10]=2)=[O:5])[CH3:2]. The yield is 0.460. (3) The reactants are [CH3:1][C:2]1[CH:9]=[CH:8][C:5]([C:6]#[N:7])=[CH:4][C:3]=1[C:10]([F:13])([F:12])[F:11].[Br:14]N1C(=O)CCC1=O. The catalyst is C(Cl)(Cl)(Cl)Cl.C(OOC(=O)C1C=CC=CC=1)(=O)C1C=CC=CC=1. The product is [Br:14][CH2:1][C:2]1[CH:9]=[CH:8][C:5]([C:6]#[N:7])=[CH:4][C:3]=1[C:10]([F:11])([F:12])[F:13]. The yield is 0.850. (4) The reactants are [OH:1][C:2]1[CH:3]=[C:4]([CH:9]=[CH:10][CH:11]=1)[C:5]([O:7][CH3:8])=[O:6].N1C(C)=CC=CC=1C.[F:20][C:21]([F:34])([F:33])[S:22](O[S:22]([C:21]([F:34])([F:33])[F:20])(=[O:24])=[O:23])(=[O:24])=[O:23]. The catalyst is C(Cl)Cl. The product is [F:20][C:21]([F:34])([F:33])[S:22]([O:1][C:2]1[CH:3]=[C:4]([CH:9]=[CH:10][CH:11]=1)[C:5]([O:7][CH3:8])=[O:6])(=[O:24])=[O:23]. The yield is 0.980. (5) The product is [Cl:1][C:2]1[C:3]([CH3:13])=[CH:4][C:5]([F:12])=[C:6]([CH:11]=1)[C:7]([OH:9])=[O:8]. The yield is 0.840. The reactants are [Cl:1][C:2]1[C:3]([CH3:13])=[CH:4][C:5]([F:12])=[C:6]([CH:11]=1)[C:7]([O:9]C)=[O:8].[OH-].[Na+]. The catalyst is O1CCOCC1.O. (6) The reactants are [CH2:1]([O:8][CH2:9][N:10]1[C:15](=[O:16])[C:14]([Br:17])=[N:13][N:12](CC(F)(F)C2C=CC=CC=2)[C:11]1=[O:28])[C:2]1[CH:7]=[CH:6][CH:5]=[CH:4][CH:3]=1.[F:29][C:30]1[CH:31]=[C:32]([CH2:37][CH2:38]O)[CH:33]=[CH:34][C:35]=1[F:36]. The product is [CH2:1]([O:8][CH2:9][N:10]1[C:15](=[O:16])[C:14]([Br:17])=[N:13][N:12]([CH2:38][CH2:37][C:32]2[CH:33]=[CH:34][C:35]([F:36])=[C:30]([F:29])[CH:31]=2)[C:11]1=[O:28])[C:2]1[CH:7]=[CH:6][CH:5]=[CH:4][CH:3]=1. The yield is 1.00. No catalyst specified.